Dataset: Forward reaction prediction with 1.9M reactions from USPTO patents (1976-2016). Task: Predict the product of the given reaction. (1) Given the reactants [Na].[OH:2][CH2:3][CH2:4][CH2:5][C:6]([OH:8])=[O:7].[CH3:9][O:10][C:11]1[CH:32]=[CH:31][C:14]([C:15](Cl)([C:24]2[CH:29]=[CH:28][CH:27]=[CH:26][CH:25]=2)[C:16]2[CH:21]=[CH:20][C:19]([O:22][CH3:23])=[CH:18][CH:17]=2)=[CH:13][CH:12]=1.[N+:33]([C:36]1[CH:41]=[CH:40][C:39](O)=[CH:38][CH:37]=1)([O-:35])=[O:34].C1(N=C=NC2CCCCC2)CCCCC1, predict the reaction product. The product is: [CH3:9][O:10][C:11]1[CH:32]=[CH:31][C:14]([C:15]([O:2][CH2:3][CH2:4][CH2:5][C:6]([O:8][C:39]2[CH:40]=[CH:41][C:36]([N+:33]([O-:35])=[O:34])=[CH:37][CH:38]=2)=[O:7])([C:24]2[CH:29]=[CH:28][CH:27]=[CH:26][CH:25]=2)[C:16]2[CH:21]=[CH:20][C:19]([O:22][CH3:23])=[CH:18][CH:17]=2)=[CH:13][CH:12]=1. (2) Given the reactants CS([C:5]1[N:6]=[C:7]([C:22]2[CH:27]=[CH:26][CH:25]=[CH:24][CH:23]=2)[C:8]2[CH:14]=[CH:13][C:12](=[O:15])[N:11]([C:16]3[CH:21]=[CH:20][CH:19]=[CH:18][CH:17]=3)[C:9]=2[N:10]=1)(=O)=O.CN1C(=O)CCC1.[CH2:35]([N:37]([CH2:41][CH3:42])[CH2:38][CH2:39][NH2:40])[CH3:36].O, predict the reaction product. The product is: [CH2:35]([N:37]([CH2:41][CH3:42])[CH2:38][CH2:39][NH:40][C:5]1[N:6]=[C:7]([C:22]2[CH:23]=[CH:24][CH:25]=[CH:26][CH:27]=2)[C:8]2[CH:14]=[CH:13][C:12](=[O:15])[N:11]([C:16]3[CH:21]=[CH:20][CH:19]=[CH:18][CH:17]=3)[C:9]=2[N:10]=1)[CH3:36]. (3) The product is: [O:14]=[C:15]1[N:21]([CH:22]2[CH2:27][CH2:26][N:25]([C:28]([O:30][C@H:31]([CH2:32][C:33]3[CH:34]=[C:35]([Br:41])[C:36]([OH:40])=[C:37]([Br:39])[CH:38]=3)[C:42]([N:11]3[CH2:12][CH2:13][CH:8]([N:5]4[CH2:6][CH2:7][N:2]([CH3:1])[CH2:3][CH2:4]4)[CH2:9][CH2:10]3)=[O:43])=[O:29])[CH2:24][CH2:23]2)[CH2:20][CH2:19][C:18]2[CH:45]=[CH:46][CH:47]=[CH:48][C:17]=2[NH:16]1. Given the reactants [CH3:1][N:2]1[CH2:7][CH2:6][N:5]([CH:8]2[CH2:13][CH2:12][NH:11][CH2:10][CH2:9]2)[CH2:4][CH2:3]1.[O:14]=[C:15]1[N:21]([CH:22]2[CH2:27][CH2:26][N:25]([C:28]([O:30][C@@H:31]([C:42](O)=[O:43])[CH2:32][C:33]3[CH:38]=[C:37]([Br:39])[C:36]([OH:40])=[C:35]([Br:41])[CH:34]=3)=[O:29])[CH2:24][CH2:23]2)[CH2:20][CH2:19][C:18]2[CH:45]=[CH:46][CH:47]=[CH:48][C:17]=2[NH:16]1.CN(C(ON1N=NC2C=CC=NC1=2)=[N+](C)C)C.F[P-](F)(F)(F)(F)F.C(N(C(C)C)C(C)C)C, predict the reaction product. (4) Given the reactants C[O:2][C:3](=[O:39])[CH:4]([NH:19][S:20]([C:23]1[CH:28]=[CH:27][C:26]([C:29]#[C:30][C:31]2[CH:36]=[CH:35][C:34]([O:37][CH3:38])=[CH:33][CH:32]=2)=[CH:25][CH:24]=1)(=[O:22])=[O:21])[CH:5]1[CH2:10][CH2:9][N:8]([C:11]([N:13]2[CH2:18][CH2:17][O:16][CH2:15][CH2:14]2)=[O:12])[CH2:7][CH2:6]1.COC(=O)C(NS(C1C=CC(Br)=CC=1)(=O)=O)C1CCN(C(N2CCOCC2)=O)CC1.COC1C=CC(C#C)=CC=1.CCN(CC)CC, predict the reaction product. The product is: [CH3:38][O:37][C:34]1[CH:33]=[CH:32][C:31]([C:30]#[C:29][C:26]2[CH:27]=[CH:28][C:23]([S:20]([NH:19][CH:4]([CH:5]3[CH2:10][CH2:9][N:8]([C:11]([N:13]4[CH2:18][CH2:17][O:16][CH2:15][CH2:14]4)=[O:12])[CH2:7][CH2:6]3)[C:3]([OH:39])=[O:2])(=[O:21])=[O:22])=[CH:24][CH:25]=2)=[CH:36][CH:35]=1. (5) The product is: [Cl:7][C:8]1[CH:13]=[CH:12][C:11]([CH2:14][C:15]([NH:17][C:18]2[CH:19]=[N:20][CH:21]=[C:22]([C:24]([C:26]3[C:34]4[CH:33]=[N:32][CH:31]=[N:30][C:29]=4[N:28]([CH2:35][S:36][CH3:37])[CH:27]=3)=[O:25])[CH:23]=2)=[O:16])=[CH:10][CH:9]=1. Given the reactants C(=O)([O-])[O-].[K+].[K+].[Cl:7][C:8]1[CH:13]=[CH:12][C:11]([CH2:14][C:15]([NH:17][C:18]2[CH:19]=[N:20][CH:21]=[C:22]([C:24]([C:26]3[C:34]4[CH:33]=[N:32][CH:31]=[N:30][C:29]=4[NH:28][CH:27]=3)=[O:25])[CH:23]=2)=[O:16])=[CH:10][CH:9]=1.[CH3:35][S:36][CH2:37]Cl.O, predict the reaction product. (6) The product is: [CH2:1]([O:8][C:9]([C:10]1[C:19]2[C:14](=[CH:15][CH:16]=[C:17]([CH2:20][NH:21][C:22]([O:24][C:25]([CH3:28])([CH3:27])[CH3:26])=[O:23])[CH:18]=2)[NH:13][C:11]=1[CH3:12])=[O:30])[C:2]1[CH:7]=[CH:6][CH:5]=[CH:4][CH:3]=1. Given the reactants [CH2:1]([O:8][C:9](=[O:30])/[CH:10]=[C:11](/[NH:13][C:14]1[CH:19]=[CH:18][C:17]([CH2:20][NH:21][C:22]([O:24][C:25]([CH3:28])([CH3:27])[CH3:26])=[O:23])=[CH:16][C:15]=1I)\[CH3:12])[C:2]1[CH:7]=[CH:6][CH:5]=[CH:4][CH:3]=1.C(N(CCC)CCC)CC, predict the reaction product. (7) Given the reactants Br[Zn][CH2:3][C:4]([O:6][CH2:7][CH3:8])=[O:5].[CH3:9][C:10]1[C:11](=[O:20])[C:12]([CH3:19])=[C:13]([CH3:18])[C:14](=[O:17])[C:15]=1[CH3:16].Cl.C(OCC)(=O)C, predict the reaction product. The product is: [CH2:7]([O:6][C:4](=[O:5])[CH2:3][C:11]1([OH:20])[C:12]([CH3:19])=[C:13]([CH3:18])[C:14](=[O:17])[C:15]([CH3:16])=[C:10]1[CH3:9])[CH3:8]. (8) Given the reactants [CH:1]([C:3]1[C:4]([C:12]([O:14]C)=O)=[CH:5][N:6]2[C:11]=1[CH2:10][CH2:9][CH2:8][CH2:7]2)=O.[OH-].[NH3+:17][NH2:18], predict the reaction product. The product is: [CH:1]1[C:3]2=[C:11]3[N:6]([CH:5]=[C:4]2[C:12](=[O:14])[NH:18][N:17]=1)[CH2:7][CH2:8][CH2:9][CH2:10]3. (9) Given the reactants [O:1]=[C:2]1[C:7]([CH:8]([C:10]2[CH:15]=[CH:14][C:13]([C:16]3[C:17]([C:22]#[N:23])=[CH:18][CH:19]=[CH:20][CH:21]=3)=[CH:12][CH:11]=2)[CH3:9])=[C:6]([CH2:24][CH2:25][CH3:26])[N:5]2[N:27]=[CH:28][N:29]=[C:4]2[N:3]1[CH:30]1[CH2:35][CH2:34][C:33](=[O:36])[CH2:32][CH2:31]1.O1CCCC1.[BH4-].[Na+], predict the reaction product. The product is: [OH:36][C@H:33]1[CH2:34][CH2:35][C@H:30]([N:3]2[C:2](=[O:1])[C:7]([CH:8]([C:10]3[CH:15]=[CH:14][C:13]([C:16]4[C:17]([C:22]#[N:23])=[CH:18][CH:19]=[CH:20][CH:21]=4)=[CH:12][CH:11]=3)[CH3:9])=[C:6]([CH2:24][CH2:25][CH3:26])[N:5]3[N:27]=[CH:28][N:29]=[C:4]23)[CH2:31][CH2:32]1. (10) Given the reactants [CH3:1][C:2]([O:5][C:6]([NH:8][CH:9]1[CH2:14][CH2:13][NH:12][CH2:11][CH2:10]1)=[O:7])([CH3:4])[CH3:3].[Cl:15][C:16]1[CH:17]=[N:18][C:19]2[C:24]([C:25]=1[CH:26]=[CH2:27])=[CH:23][C:22]([O:28][CH3:29])=[CH:21][CH:20]=2, predict the reaction product. The product is: [C:2]([O:5][C:6](=[O:7])[NH:8][CH:9]1[CH2:10][CH2:11][N:12]([CH2:27][CH2:26][C:25]2[C:24]3[C:19](=[CH:20][CH:21]=[C:22]([O:28][CH3:29])[CH:23]=3)[N:18]=[CH:17][C:16]=2[Cl:15])[CH2:13][CH2:14]1)([CH3:1])([CH3:3])[CH3:4].